From a dataset of Full USPTO retrosynthesis dataset with 1.9M reactions from patents (1976-2016). Predict the reactants needed to synthesize the given product. (1) Given the product [OH:1][C:2]1[C:3]([CH2:11][CH2:12][CH3:13])=[C:4]([CH:8]=[CH:9][CH:10]=1)[C:5]([O:7][CH3:18])=[O:6], predict the reactants needed to synthesize it. The reactants are: [OH:1][C:2]1[C:3]([CH2:11][CH2:12][CH3:13])=[C:4]([CH:8]=[CH:9][CH:10]=1)[C:5]([OH:7])=[O:6].S(Cl)(Cl)=O.[CH3:18]O. (2) Given the product [CH3:21][O:22][C:23]1[CH:24]=[C:25]2[C:30](=[CH:31][C:32]=1[O:33][CH3:34])[N:29]=[CH:28][N:27]=[C:26]2[O:35][C:36]1[C:37]([F:43])=[C:38]([NH:39][C:11]([NH:10][C:8]2[O:7][N:6]=[C:5]([C:2]([F:1])([CH3:3])[CH3:4])[CH:9]=2)=[O:20])[CH:40]=[CH:41][CH:42]=1, predict the reactants needed to synthesize it. The reactants are: [F:1][C:2]([C:5]1[CH:9]=[C:8]([NH:10][C:11](=[O:20])OC2C=CC(Cl)=CC=2)[O:7][N:6]=1)([CH3:4])[CH3:3].[CH3:21][O:22][C:23]1[CH:24]=[C:25]2[C:30](=[CH:31][C:32]=1[O:33][CH3:34])[N:29]=[CH:28][N:27]=[C:26]2[O:35][C:36]1[C:37]([F:43])=[C:38]([CH:40]=[CH:41][CH:42]=1)[NH2:39].